Dataset: Reaction yield outcomes from USPTO patents with 853,638 reactions. Task: Predict the reaction yield, written as a fraction of the theoretical maximum amount of product (1.0 means a 100% yield; for example, 0.34 means a 34% yield). (1) The reactants are [C:1]([C:5]1[CH:10]=[CH:9][C:8]([C:11]2[N:15]([CH2:16][CH3:17])[N:14]=[C:13]([C:18](=O)[CH3:19])[C:12]=2[OH:21])=[CH:7][CH:6]=1)([CH3:4])([CH3:3])[CH3:2].[NH:22]([C:24]([NH:26][C:27]1[CH:35]=[CH:34][C:30]([C:31]([OH:33])=[O:32])=[CH:29][CH:28]=1)=[S:25])[NH2:23].CN(C)C=O. The catalyst is Cl.O. The product is [C:1]([C:5]1[CH:10]=[CH:9][C:8]([C:11]2[N:15]([CH2:16][CH3:17])[N:14]=[C:13]([C:18](=[N:23][NH:22][C:24]([NH:26][C:27]3[CH:35]=[CH:34][C:30]([C:31]([OH:33])=[O:32])=[CH:29][CH:28]=3)=[S:25])[CH3:19])[C:12]=2[OH:21])=[CH:7][CH:6]=1)([CH3:3])([CH3:2])[CH3:4]. The yield is 0.720. (2) The reactants are [Br:1][C:2]1[CH:7]=[CH:6][C:5]([CH3:8])=[C:4]([Cl:9])[CH:3]=1.[Br:10]N1C(=O)CCC1=O. The catalyst is C(Cl)(Cl)(Cl)Cl.N(C(C)(C)C#N)=NC(C)(C)C#N. The product is [Br:1][C:2]1[CH:7]=[CH:6][C:5]([CH2:8][Br:10])=[C:4]([Cl:9])[CH:3]=1. The yield is 0.650. (3) The reactants are [OH:1][C:2]1[CH:6]=[CH:5][S:4][C:3]=1[C:7]([OH:9])=O.CN(C(ON1N=[N:25][C:20]2[CH:21]=[CH:22]C=N[C:19]1=2)=[N+](C)C)C.F[P-](F)(F)(F)(F)F.[CH2:34](N(CC)CC)C. The catalyst is CN(C=O)C. The product is [CH3:19][C:20]([NH:25][C:7]([C:3]1[S:4][CH:5]=[CH:6][C:2]=1[OH:1])=[O:9])([CH3:34])[C:21]#[CH:22]. The yield is 0.500. (4) The reactants are [F:1][C:2]1[CH:31]=[CH:30][C:5]([CH2:6][NH:7][C:8]([C:10]2[N:11]=[C:12]3[CH:28]=[CH:27][C:26](I)=[CH:25][N:13]3[C:14](=[O:24])[C:15]=2[O:16][CH2:17][C:18]2[CH:23]=[CH:22][CH:21]=[CH:20][CH:19]=2)=[O:9])=[CH:4][CH:3]=1.[S:32]1(=[O:38])(=[O:37])[CH2:36][CH2:35][CH2:34][NH:33]1.C(=O)([O-])[O-].[K+].[K+].Cl. The catalyst is CN(C=O)C.[Cu]I. The product is [F:1][C:2]1[CH:31]=[CH:30][C:5]([CH2:6][NH:7][C:8]([C:10]2[N:11]=[C:12]3[CH:28]=[CH:27][C:26]([N:33]4[CH2:34][CH2:35][CH2:36][S:32]4(=[O:38])=[O:37])=[CH:25][N:13]3[C:14](=[O:24])[C:15]=2[O:16][CH2:17][C:18]2[CH:23]=[CH:22][CH:21]=[CH:20][CH:19]=2)=[O:9])=[CH:4][CH:3]=1. The yield is 0.950. (5) The reactants are [C:1]([NH:18][C@H:19]([C:23]([OH:25])=[O:24])[CH:20]([CH3:22])[CH3:21])([O:3][CH2:4][CH:5]1[C:17]2[C:12](=[CH:13][CH:14]=[CH:15][CH:16]=2)[C:11]2[C:6]1=[CH:7][CH:8]=[CH:9][CH:10]=2)=[O:2].[Cl-].O[C@H:28](/[CH:56]=[CH:57]/[CH2:58][CH2:59][S:60][C:61]([C:74]1[CH:79]=[CH:78][CH:77]=[CH:76][CH:75]=1)([C:68]1[CH:73]=[CH:72][CH:71]=[CH:70][CH:69]=1)[C:62]1[CH:67]=[CH:66][CH:65]=[CH:64][CH:63]=1)[CH2:29][C:30]([NH:32][CH2:33][C:34]1[N:39]=[C:38]([CH2:40][N:41]([CH2:47][C:48]2[CH:53]=[CH:52][C:51]([O:54][CH3:55])=[CH:50][CH:49]=2)[CH2:42][C:43]([O:45][CH3:46])=[O:44])[CH:37]=[CH:36][CH:35]=1)=[O:31]. The catalyst is C1COCC1.CN(C1C=CN=CC=1)C. The product is [CH:7]1[C:6]2[CH:5]([CH2:4][O:3][C:1]([NH:18][C@H:19]([CH:20]([CH3:21])[CH3:22])[C:23]([O:25][C@H:28](/[CH:56]=[CH:57]/[CH2:58][CH2:59][S:60][C:61]([C:74]3[CH:79]=[CH:78][CH:77]=[CH:76][CH:75]=3)([C:68]3[CH:73]=[CH:72][CH:71]=[CH:70][CH:69]=3)[C:62]3[CH:63]=[CH:64][CH:65]=[CH:66][CH:67]=3)[CH2:29][C:30]([NH:32][CH2:33][C:34]3[CH:35]=[CH:36][CH:37]=[C:38]([CH2:40][N:41]([CH2:42][C:43]([O:45][CH3:46])=[O:44])[CH2:47][C:48]4[CH:53]=[CH:52][C:51]([O:54][CH3:55])=[CH:50][CH:49]=4)[N:39]=3)=[O:31])=[O:24])=[O:2])[C:17]3[C:12](=[CH:13][CH:14]=[CH:15][CH:16]=3)[C:11]=2[CH:10]=[CH:9][CH:8]=1. The yield is 0.860. (6) The reactants are [OH:1][C:2]1[CH:7]=[CH:6][C:5]([C:8](=[C:25]2[CH2:30][C:29]([CH3:32])([CH3:31])[O:28][C:27]([CH3:34])([CH3:33])[CH2:26]2)[C:9]2[CH:14]=[CH:13][C:12](/[CH:15]=[C:16](\[CH3:24])/[C:17]([O:19]C(C)(C)C)=[O:18])=[CH:11][CH:10]=2)=[CH:4][CH:3]=1.C(O)(C(F)(F)F)=O. The catalyst is C(Cl)Cl. The product is [OH:1][C:2]1[CH:3]=[CH:4][C:5]([C:8](=[C:25]2[CH2:26][C:27]([CH3:34])([CH3:33])[O:28][C:29]([CH3:32])([CH3:31])[CH2:30]2)[C:9]2[CH:14]=[CH:13][C:12](/[CH:15]=[C:16](\[CH3:24])/[C:17]([OH:19])=[O:18])=[CH:11][CH:10]=2)=[CH:6][CH:7]=1. The yield is 0.950.